Dataset: Peptide-MHC class II binding affinity with 134,281 pairs from IEDB. Task: Regression. Given a peptide amino acid sequence and an MHC pseudo amino acid sequence, predict their binding affinity value. This is MHC class II binding data. (1) The peptide sequence is DYLKAQQNRRFMIYV. The MHC is DRB3_0202 with pseudo-sequence DRB3_0202. The binding affinity (normalized) is 0.222. (2) The peptide sequence is YDKFIANVSTVLTGK. The MHC is DRB1_0404 with pseudo-sequence DRB1_0404. The binding affinity (normalized) is 0.193. (3) The peptide sequence is ALIAAFSIRPGLLIG. The MHC is DRB1_1301 with pseudo-sequence DRB1_1301. The binding affinity (normalized) is 0.834.